The task is: Predict which catalyst facilitates the given reaction.. This data is from Catalyst prediction with 721,799 reactions and 888 catalyst types from USPTO. (1) Reactant: Br[CH2:2][C:3](=O)[CH3:4].C(#N)C.C(=O)([O-])O.[Na+].[CH3:14][C:15]1[CH:20]=[C:19]([C:21]([F:24])([F:23])[F:22])[CH:18]=[CH:17][N:16]=1. Product: [CH3:4][C:3]1[CH:14]=[C:15]2[N:16]([CH:2]=1)[CH:17]=[CH:18][C:19]([C:21]([F:22])([F:24])[F:23])=[CH:20]2. The catalyst class is: 6. (2) Product: [CH3:9][C:10]([O:13][C:14]([NH:8][C@H:4]([C:5]([OH:7])=[O:6])[CH2:3][CH:2]=[CH2:1])=[O:15])([CH3:12])[CH3:11]. Reactant: [CH2:1]=[CH:2][CH2:3][C@H:4]([NH2:8])[C:5]([OH:7])=[O:6].[CH3:9][C:10]([O:13][C:14](O[C:14]([O:13][C:10]([CH3:12])([CH3:11])[CH3:9])=[O:15])=[O:15])([CH3:12])[CH3:11].C(N(CC)CC)C. The catalyst class is: 283. (3) Reactant: C([O:8][C:9]1[CH:10]=[CH:11][C:12]2[S:16][C:15](=[N:17][C:18](=[O:26])[C:19]3[CH:24]=[CH:23][C:22]([CH3:25])=[CH:21][CH:20]=3)[N:14]([CH:27]([CH2:31][CH3:32])[C:28]([OH:30])=[O:29])[C:13]=2[CH:33]=1)C1C=CC=CC=1.[C:34](OCC)(=O)C. Product: [OH:8][C:9]1[CH:10]=[CH:11][C:12]2[S:16][C:15](=[N:17][C:18](=[O:26])[C:19]3[CH:24]=[CH:23][C:22]([CH3:25])=[CH:21][CH:20]=3)[N:14]([CH:27]([CH2:31][CH3:32])[C:28]([O:30][CH3:34])=[O:29])[C:13]=2[CH:33]=1. The catalyst class is: 43. (4) Reactant: [NH2:1][C:2]1[CH:7]=[CH:6][C:5]([Br:8])=[CH:4][N:3]=1.[F:9][C:10]1[CH:19]=[CH:18][C:13]([C:14](=O)[CH2:15]Br)=[CH:12][CH:11]=1.[OH-].[Na+]. Product: [Br:8][C:5]1[CH:6]=[CH:7][C:2]2[N:3]([CH:15]=[C:14]([C:13]3[CH:18]=[CH:19][C:10]([F:9])=[CH:11][CH:12]=3)[N:1]=2)[CH:4]=1. The catalyst class is: 8. (5) Reactant: Cl.[Br:2][C:3]1[CH:8]=[CH:7][C:6]([C:9]([CH:12]2C(=O)OC(C)(C)[O:14][C:13]2=[O:21])([CH3:11])[CH3:10])=[C:5]([F:22])[CH:4]=1. Product: [Br:2][C:3]1[CH:8]=[CH:7][C:6]([C:9]([CH3:10])([CH3:11])[CH2:12][C:13]([OH:21])=[O:14])=[C:5]([F:22])[CH:4]=1. The catalyst class is: 3. (6) Reactant: [CH2:1]([O:8][C:9]1[CH:26]=[CH:25][C:24]2[C@@H:23]3[C@H:14]([C@H:15]4[C@@:19]([CH2:21][CH2:22]3)([CH3:20])[C:18]3(OCC[O:27]3)[CH:17]=[CH:16]4)[CH2:13][CH2:12][C:11]=2[CH:10]=1)[C:2]1[CH:7]=[CH:6][CH:5]=[CH:4][CH:3]=1.CC1C=CC(S(O)(=O)=O)=CC=1.C([O-])(O)=O.[Na+]. Product: [CH2:1]([O:8][C:9]1[CH:26]=[CH:25][C:24]2[C@@H:23]3[C@H:14]([C@H:15]4[C@@:19]([CH2:21][CH2:22]3)([CH3:20])[C:18](=[O:27])[CH:17]=[CH:16]4)[CH2:13][CH2:12][C:11]=2[CH:10]=1)[C:2]1[CH:3]=[CH:4][CH:5]=[CH:6][CH:7]=1. The catalyst class is: 95. (7) Reactant: [OH-].[Na+].[C:3]([N:7]1[C:11]([C:12]2[CH:17]=[CH:16][C:15]([F:18])=[CH:14][CH:13]=2)=[C:10]([C:19]#[N:20])[CH:9]=[N:8]1)([CH3:6])([CH3:5])[CH3:4].N[CH:22]([C:25]([OH:27])=[O:26])[CH2:23][SH:24]. Product: [C:3]([N:7]1[C:11]([C:12]2[CH:13]=[CH:14][C:15]([F:18])=[CH:16][CH:17]=2)=[C:10]([C:19]2[S:24][CH2:23][CH:22]([C:25]([OH:27])=[O:26])[N:20]=2)[CH:9]=[N:8]1)([CH3:6])([CH3:5])[CH3:4]. The catalyst class is: 8.